Dataset: Catalyst prediction with 721,799 reactions and 888 catalyst types from USPTO. Task: Predict which catalyst facilitates the given reaction. (1) Reactant: [OH:1][CH2:2][C:3]1([CH2:32][OH:33])[CH2:6][C:5]([CH2:29][C:30]#[N:31])([N:7]2[CH:11]=[C:10]([C:12]3[C:13]4[CH:20]=[CH:19][N:18](COCC[Si](C)(C)C)[C:14]=4[N:15]=[CH:16][N:17]=3)[CH:9]=[N:8]2)[CH2:4]1.FC(F)(F)C(O)=O.C(N)CN. The catalyst class is: 5. Product: [OH:1][CH2:2][C:3]1([CH2:32][OH:33])[CH2:4][C:5]([CH2:29][C:30]#[N:31])([N:7]2[CH:11]=[C:10]([C:12]3[C:13]4[CH:20]=[CH:19][NH:18][C:14]=4[N:15]=[CH:16][N:17]=3)[CH:9]=[N:8]2)[CH2:6]1. (2) Reactant: [C:1]([C:4]12[CH2:11][CH2:10][C:7]([NH:12][CH2:13][C:14]([N:16]3[CH2:20][C@@H:19]([F:21])[CH2:18][C@H:17]3[C:22]#[N:23])=[O:15])([CH2:8][CH2:9]1)[CH2:6][CH2:5]2)([OH:3])=O.ClC(Cl)(Cl)C#N.C1(P(C2C=CC=CC=2)C2C=CC=CC=2)C=CC=CC=1.C1CCNCC1.[NH2:55][C@@H:56]([CH2:58][CH2:59][CH2:60][CH2:61][CH2:62][CH3:63])[CH3:57]. Product: [F:21][C@@H:19]1[CH2:20][N:16]([C:14](=[O:15])[CH2:13][NH:12][C:7]23[CH2:8][CH2:9][C:4]([C:1]([NH:55][C@@H:56]([CH2:58][CH2:59][CH2:60][CH2:61][CH2:62][CH3:63])[CH3:57])=[O:3])([CH2:11][CH2:10]2)[CH2:5][CH2:6]3)[C@H:17]([C:22]#[N:23])[CH2:18]1. The catalyst class is: 46. (3) Reactant: [CH:1]([C:3]1[S:7][C:6]([C:8]2([C:11]#[N:12])[CH2:10][CH2:9]2)=[CH:5][CH:4]=1)=[O:2].CC(=C(C)C)C.[O-:19]Cl=O.[Na+]. Product: [C:11]([C:8]1([C:6]2[S:7][C:3]([C:1]([OH:19])=[O:2])=[CH:4][CH:5]=2)[CH2:10][CH2:9]1)#[N:12]. The catalyst class is: 371. (4) The catalyst class is: 180. Reactant: [Cl:1][C:2]1[CH:7]=[C:6]([F:8])[C:5]([N:9]2[C:14](=[O:15])[CH:13]=[C:12]([C:16]([F:19])([F:18])[F:17])[CH:11]=[N:10]2)=[C:4]([N+:20]([O-])=O)[C:3]=1[O:23][CH3:24].O. Product: [C:12]([C:24]1[O:23][C:3]2[C:2]([Cl:1])=[CH:7][C:6]([F:8])=[C:5]([N:9]3[C:14](=[O:15])[CH:13]=[C:12]([C:16]([F:19])([F:18])[F:17])[CH:11]=[N:10]3)[C:4]=2[N:20]=1)([CH3:16])([CH3:13])[CH3:11]. (5) Reactant: [CH:1]1([CH2:4][O:5][C:6]2[CH:25]=[CH:24][C:9]3[CH:10]=[C:11]([C@H:13]4[CH2:18][CH2:17][C@H:16]([O:19][CH2:20][C:21](=[O:23])[CH3:22])[CH2:15][CH2:14]4)[O:12][C:8]=3[CH:7]=2)[CH2:3][CH2:2]1.[BH4-].[Na+]. Product: [CH:1]1([CH2:4][O:5][C:6]2[CH:25]=[CH:24][C:9]3[CH:10]=[C:11]([C@H:13]4[CH2:18][CH2:17][C@H:16]([O:19][CH2:20][CH:21]([OH:23])[CH3:22])[CH2:15][CH2:14]4)[O:12][C:8]=3[CH:7]=2)[CH2:3][CH2:2]1. The catalyst class is: 8.